From a dataset of Forward reaction prediction with 1.9M reactions from USPTO patents (1976-2016). Predict the product of the given reaction. (1) Given the reactants [F:1][C:2]1[CH:7]=[C:6]([C:8]2[C:9]3[C:10]4[CH:24]=[CH:23][S:22][C:11]=4[C:12](=[O:21])[NH:13][C:14]=3[C:15]([CH3:20])=[CH:16][C:17]=2[O:18][CH3:19])[CH:5]=[CH:4][C:3]=1[CH:25]([CH3:36])[CH2:26][N:27](C)[C:28](=O)OC(C)(C)C.[ClH:37], predict the reaction product. The product is: [ClH:37].[F:1][C:2]1[CH:7]=[C:6]([C:8]2[C:9]3[C:10]4[CH:24]=[CH:23][S:22][C:11]=4[C:12](=[O:21])[NH:13][C:14]=3[C:15]([CH3:20])=[CH:16][C:17]=2[O:18][CH3:19])[CH:5]=[CH:4][C:3]=1[CH:25]([CH3:36])[CH2:26][NH:27][CH3:28]. (2) Given the reactants [CH2:1]([O:8][C:9]([N:11]1[C:19]2[C:14](=[CH:15][CH:16]=[CH:17][CH:18]=2)[CH2:13][C@H:12]1[C:20](=O)[NH:21][C:22]1[CH:27]=[CH:26][C:25]([Br:28])=[CH:24][C:23]=1[NH2:29])=[O:10])[C:2]1[CH:7]=[CH:6][CH:5]=[CH:4][CH:3]=1.C(OC(N1C2C(=CC=CC=2)C[C@H]1C(=O)NC1C=C(Br)C=CC=1N)=O)C1C=CC=CC=1, predict the reaction product. The product is: [CH2:1]([O:8][C:9]([N:11]1[C:19]2[C:14](=[CH:15][CH:16]=[CH:17][CH:18]=2)[CH2:13][C@H:12]1[C:20]1[NH:29][C:23]2[CH:24]=[C:25]([Br:28])[CH:26]=[CH:27][C:22]=2[N:21]=1)=[O:10])[C:2]1[CH:7]=[CH:6][CH:5]=[CH:4][CH:3]=1. (3) Given the reactants C([O:3][C:4]([C:6]1[N:7]=[CH:8][N:9]([C:11]2[CH:12]=[C:13]([C:17]3[CH:22]=[CH:21][CH:20]=[CH:19][CH:18]=3)[CH:14]=[CH:15][CH:16]=2)[CH:10]=1)=[O:5])C.[OH-].[K+], predict the reaction product. The product is: [C:13]1([C:17]2[CH:18]=[CH:19][CH:20]=[CH:21][CH:22]=2)[CH:14]=[CH:15][CH:16]=[C:11]([N:9]2[CH:10]=[C:6]([C:4]([OH:5])=[O:3])[N:7]=[CH:8]2)[CH:12]=1. (4) Given the reactants [NH2:1][C:2]1[CH:7]=[CH:6][CH:5]=[CH:4][CH:3]=1.[CH3:8][C:9]1[C:13]2[CH:14]=[CH:15][C:16]([O:18][CH3:19])=[CH:17][C:12]=2[O:11][C:10]=1[C:20](O)=[O:21].C1CCC(N=C=NC2CCCCC2)CC1, predict the reaction product. The product is: [CH3:19][O:18][C:16]1[CH:15]=[CH:14][C:13]2[C:9]([CH3:8])=[C:10]([C:20]([NH:1][C:2]3[CH:7]=[CH:6][CH:5]=[CH:4][CH:3]=3)=[O:21])[O:11][C:12]=2[CH:17]=1.